This data is from Full USPTO retrosynthesis dataset with 1.9M reactions from patents (1976-2016). The task is: Predict the reactants needed to synthesize the given product. (1) Given the product [CH3:8][C:4]1[CH:5]=[CH:6][CH:7]=[C:2]([CH3:1])[C:3]=1[NH:9][C:10](=[O:30])[CH2:11][N:12]1[CH2:17][CH2:16][N:15]([C:18](=[O:29])[CH2:19][CH2:20][CH2:21][C:22]2[CH:23]=[CH:24][CH:25]=[CH:26][CH:27]=2)[CH2:14][CH2:13]1, predict the reactants needed to synthesize it. The reactants are: [CH3:1][C:2]1[CH:7]=[CH:6][CH:5]=[C:4]([CH3:8])[C:3]=1[NH:9][C:10](=[O:30])[CH2:11][N:12]1[CH2:17][CH2:16][N:15]([C:18](=[O:29])[CH:19](O)[CH2:20][CH2:21][C:22]2[CH:27]=[CH:26][CH:25]=[CH:24][CH:23]=2)[CH2:14][CH2:13]1.C1(CCCC(O)=O)C=CC=CC=1.OC1C=CC=CC=1[C@@H](CC)C(O)=O. (2) Given the product [CH3:12][O:11][C:10]1[CH:9]=[CH:8][CH:7]=[C:3]2[C:2]=1[N:1]=[C:21]([C:20]1[CH:23]=[CH:24][C:17]([O:16][CH:15]3[CH2:31][CH2:30][N:29]([CH:42]4[CH2:43][CH2:44]4)[CH2:28][CH2:27]3)=[CH:18][CH:19]=1)[N:14]([CH3:13])[C:4]2=[O:6], predict the reactants needed to synthesize it. The reactants are: [NH2:1][C:2]1[C:10]([O:11][CH3:12])=[CH:9][CH:8]=[CH:7][C:3]=1[C:4]([OH:6])=O.[CH3:13][NH2:14].[CH3:15][O:16][C:17]1[CH:24]=[CH:23][C:20]([CH:21]=O)=[CH:19][CH:18]=1.OC1[CH2:31][CH2:30][N:29](C(OC(C)(C)C)=O)[CH2:28][CH2:27]1.C(O[C:42]1(O[Si](C)(C)C)[CH2:44][CH2:43]1)C. (3) Given the product [Cl:1][C:2]1[N:11]=[CH:10][C:9]2[CH2:8][CH2:7][CH2:6][C:5](=[O:14])[C:4]=2[N:3]=1, predict the reactants needed to synthesize it. The reactants are: [Cl:1][C:2]1[N:11]=[CH:10][C:9]2[CH2:8][CH2:7][CH2:6][C:5](=NO)[C:4]=2[N:3]=1.[OH2:14]. (4) Given the product [NH2:10][C:9]1[N:25]2[N:26]=[CH:27][C:23]([C:17]3[CH:18]=[CH:19][C:20]([O:21][CH3:22])=[C:15]([O:14][CH3:13])[CH:16]=3)=[C:24]2[N:28]=[CH:11][C:8]=1[C:6]1[N:7]=[C:2]([OH:1])[CH:3]=[CH:4][CH:5]=1, predict the reactants needed to synthesize it. The reactants are: [OH:1][C:2]1[N:7]=[C:6]([CH:8]([CH:11]=O)[C:9]#[N:10])[CH:5]=[CH:4][CH:3]=1.[CH3:13][O:14][C:15]1[CH:16]=[C:17]([C:23]2[CH:27]=[N:26][NH:25][C:24]=2[NH2:28])[CH:18]=[CH:19][C:20]=1[O:21][CH3:22]. (5) Given the product [C:1]([N:4]1[C:13]2[C:8](=[CH:9][C:10]([C:14]3[N:26]=[N:25][N:24]([CH2:27][CH2:28][CH2:29][NH:30][C:31]([O:32][C:33]([CH3:36])([CH3:35])[CH3:34])=[O:37])[CH:15]=3)=[CH:11][CH:12]=2)[C@H:7]([NH:16][C:17](=[O:22])[O:18][CH:19]([CH3:20])[CH3:21])[CH2:6][C@@H:5]1[CH3:23])(=[O:3])[CH3:2], predict the reactants needed to synthesize it. The reactants are: [C:1]([N:4]1[C:13]2[C:8](=[CH:9][C:10]([C:14]#[CH:15])=[CH:11][CH:12]=2)[C@H:7]([NH:16][C:17](=[O:22])[O:18][CH:19]([CH3:21])[CH3:20])[CH2:6][C@@H:5]1[CH3:23])(=[O:3])[CH3:2].[N:24]([CH2:27][CH2:28][CH2:29][NH:30][C:31](=[O:37])[O:32][C:33]([CH3:36])([CH3:35])[CH3:34])=[N+:25]=[N-:26]. (6) Given the product [CH3:1][N:8]1[CH2:13][CH2:12][CH:11]([O:14][C:15]2[CH:16]=[CH:17][C:18]([NH:21][C:22]3[N:27]=[C:26]([NH:28][CH2:29][C:30]4[C:35]([F:36])=[CH:34][CH:33]=[C:32]([F:37])[C:31]=4[F:38])[C:25]([C:39]([NH2:41])=[O:40])=[CH:24][N:23]=3)=[CH:19][CH:20]=2)[CH2:10][CH2:9]1, predict the reactants needed to synthesize it. The reactants are: [CH3:1]N1CCCC1=O.[NH:8]1[CH2:13][CH2:12][CH:11]([O:14][C:15]2[CH:20]=[CH:19][C:18]([NH:21][C:22]3[N:27]=[C:26]([NH:28][CH2:29][C:30]4[C:35]([F:36])=[CH:34][CH:33]=[C:32]([F:37])[C:31]=4[F:38])[C:25]([C:39]([NH2:41])=[O:40])=[CH:24][N:23]=3)=[CH:17][CH:16]=2)[CH2:10][CH2:9]1.CI.C(=O)([O-])[O-].[K+].[K+]. (7) Given the product [CH3:21][O:22][C:23]1[N:28]=[CH:27][C:26]([C:2]2[CH:20]=[CH:19][C:5]3[N:6]=[C:7]([C@H:9]4[CH2:12][C@@H:11]([N:13]5[CH2:14][CH2:18][CH2:15][CH2:16][CH2:17]5)[CH2:10]4)[S:8][C:4]=3[CH:3]=2)=[CH:25][N:24]=1, predict the reactants needed to synthesize it. The reactants are: Br[C:2]1[CH:20]=[CH:19][C:5]2[N:6]=[C:7]([C@H:9]3[CH2:12][C@H:11]([N:13]4[CH2:17][CH2:16][CH2:15][C@H:14]4[CH3:18])[CH2:10]3)[S:8][C:4]=2[CH:3]=1.[CH3:21][O:22][C:23]1[N:28]=[CH:27][C:26](B(O)O)=[CH:25][N:24]=1.N1C=C(B(O)O)C=NC=1.